The task is: Predict which catalyst facilitates the given reaction.. This data is from Catalyst prediction with 721,799 reactions and 888 catalyst types from USPTO. (1) Product: [CH2:24]([N:28]1[C:36]2[N:35]=[C:34]([Cl:37])[NH:33][C:32]=2[C:31](=[O:38])[N:30]([CH2:39][CH2:40][CH2:41][CH2:42][C:43]2[N:44]=[C:16]([C:15]3[CH:19]=[CH:20][C:21]([OH:23])=[CH:22][C:14]=3[F:13])[O:18][N:46]=2)[C:29]1=[O:47])[CH2:25][CH2:26][CH3:27]. The catalyst class is: 16. Reactant: C1N=CN(C(N2C=NC=C2)=O)C=1.[F:13][C:14]1[CH:22]=[C:21]([OH:23])[CH:20]=[CH:19][C:15]=1[C:16]([OH:18])=O.[CH2:24]([N:28]1[C:36]2[N:35]=[C:34]([Cl:37])[NH:33][C:32]=2[C:31](=[O:38])[N:30]([CH2:39][CH2:40][CH2:41][CH2:42][C:43](=[NH:46])[NH:44]O)[C:29]1=[O:47])[CH2:25][CH2:26][CH3:27]. (2) Reactant: O[CH2:2][CH2:3][CH2:4][C:5]1[C:10]([CH3:11])=[CH:9][C:8]([C:12]2[NH:21][C:20](=[O:22])[C:19]3[C:14](=[CH:15][C:16]([O:25][CH3:26])=[CH:17][C:18]=3[O:23][CH3:24])[N:13]=2)=[CH:7][C:6]=1[CH3:27].C1(P(C2C=CC=CC=2)C2C=CC=CC=2)C=CC=CC=1.C(Br)(Br)(Br)[Br:48]. Product: [Br:48][CH2:2][CH2:3][CH2:4][C:5]1[C:10]([CH3:11])=[CH:9][C:8]([C:12]2[NH:21][C:20](=[O:22])[C:19]3[C:14](=[CH:15][C:16]([O:25][CH3:26])=[CH:17][C:18]=3[O:23][CH3:24])[N:13]=2)=[CH:7][C:6]=1[CH3:27]. The catalyst class is: 9.